Dataset: Full USPTO retrosynthesis dataset with 1.9M reactions from patents (1976-2016). Task: Predict the reactants needed to synthesize the given product. (1) The reactants are: ClC1C=C(C=CC=1Cl)OC1CCN(S(C2C(C)=NN(C)C=2C)(=O)=O)CC1.[CH3:27][N:28]1[C:32]([CH3:33])=[C:31]([S:34](Cl)(=[O:36])=[O:35])[C:30]([CH3:38])=[N:29]1.Cl.[F:40][C:41]1[CH:42]=[C:43]([CH:51]=[C:52]([F:56])[C:53]=1[O:54][CH3:55])[O:44][CH:45]1[CH2:50][CH2:49][NH:48][CH2:47][CH2:46]1. Given the product [F:56][C:52]1[CH:51]=[C:43]([CH:42]=[C:41]([F:40])[C:53]=1[O:54][CH3:55])[O:44][CH:45]1[CH2:50][CH2:49][N:48]([S:34]([C:31]2[C:30]([CH3:38])=[N:29][N:28]([CH3:27])[C:32]=2[CH3:33])(=[O:36])=[O:35])[CH2:47][CH2:46]1, predict the reactants needed to synthesize it. (2) Given the product [C:55]([O:54][C:53]([NH:52][CH2:51][CH2:50][N:35]1[CH2:34][C:33]2[C:37](=[CH:38][CH:39]=[C:31]([C:29]([NH:28][C@H:11]([B:9]3[O:8][CH:7]4[C:2]([CH3:1])([CH:3]5[CH2:40][CH:5]([CH2:6]4)[C:4]5([CH3:42])[CH3:41])[O:10]3)[CH2:12][C:13]3[C:14]([O:26][CH3:27])=[C:15]([CH:23]=[CH:24][CH:25]=3)[C:16]([O:18][C:19]([CH3:20])([CH3:21])[CH3:22])=[O:17])=[O:30])[CH:32]=2)[CH2:36]1)=[O:59])([CH3:58])([CH3:57])[CH3:56], predict the reactants needed to synthesize it. The reactants are: [CH3:1][C:2]12[O:10][B:9]([C@@H:11]([NH:28][C:29]([C:31]3[CH:32]=[C:33]4[C:37](=[CH:38][CH:39]=3)[CH2:36][NH:35][CH2:34]4)=[O:30])[CH2:12][C:13]3[C:14]([O:26][CH3:27])=[C:15]([CH:23]=[CH:24][CH:25]=3)[C:16]([O:18][C:19]([CH3:22])([CH3:21])[CH3:20])=[O:17])[O:8][CH:7]1[CH2:6][CH:5]1[CH2:40][CH:3]2[C:4]1([CH3:42])[CH3:41].C([O-])([O-])=O.[K+].[K+].Br[CH2:50][CH2:51][NH:52][C:53](=[O:59])[O:54][C:55]([CH3:58])([CH3:57])[CH3:56].O.